Dataset: Forward reaction prediction with 1.9M reactions from USPTO patents (1976-2016). Task: Predict the product of the given reaction. (1) Given the reactants [C:1]([O:5][C:6](=[O:36])[NH:7][C@H:8]1[CH2:16][CH2:15][CH2:14][C@H:13]([CH2:17][CH2:18][O:19][Si](C(C)(C)C)(C)C)[C@@H:12]([O:27][C:28]2[CH:33]=[CH:32][CH:31]=[CH:30][CH:29]=2)[C@H:11]([CH3:34])[O:10][C:9]1=[O:35])([CH3:4])([CH3:3])[CH3:2].CCCC[N+](CCCC)(CCCC)CCCC.[F-].[Na+].[Cl-], predict the reaction product. The product is: [C:1]([O:5][C:6](=[O:36])[NH:7][C@H:8]1[CH2:16][CH2:15][CH2:14][C@H:13]([CH2:17][CH2:18][OH:19])[C@@H:12]([O:27][C:28]2[CH:29]=[CH:30][CH:31]=[CH:32][CH:33]=2)[C@H:11]([CH3:34])[O:10][C:9]1=[O:35])([CH3:3])([CH3:2])[CH3:4]. (2) Given the reactants [N:1]1([C:7]2[CH:8]=[C:9]([CH:15]=[CH:16][CH:17]=2)[C:10]([O:12][CH2:13][CH3:14])=[O:11])[CH2:6][CH2:5][NH:4][CH2:3][CH2:2]1.C(=O)([O-])[O-].[K+].[K+].[C:24]1([CH:30]([C:34]2[CH:39]=[CH:38][CH:37]=[CH:36][CH:35]=2)[CH2:31][CH2:32]Br)[CH:29]=[CH:28][CH:27]=[CH:26][CH:25]=1, predict the reaction product. The product is: [C:24]1([CH:30]([C:34]2[CH:35]=[CH:36][CH:37]=[CH:38][CH:39]=2)[CH2:31][CH2:32][N:4]2[CH2:3][CH2:2][N:1]([C:7]3[CH:8]=[C:9]([CH:15]=[CH:16][CH:17]=3)[C:10]([O:12][CH2:13][CH3:14])=[O:11])[CH2:6][CH2:5]2)[CH:29]=[CH:28][CH:27]=[CH:26][CH:25]=1. (3) Given the reactants IC.[F:3][C:4]1[CH:12]=[CH:11][C:7]([C:8]([OH:10])=[O:9])=[C:6]([N+:13]([O-:15])=[O:14])[CH:5]=1.[C:16]([O-])([O-])=O.[K+].[K+].O, predict the reaction product. The product is: [CH3:16][O:9][C:8](=[O:10])[C:7]1[CH:11]=[CH:12][C:4]([F:3])=[CH:5][C:6]=1[N+:13]([O-:15])=[O:14]. (4) Given the reactants [Br:1][C:2]1[CH:3]=[CH:4][C:5](I)=[C:6]([CH3:8])[CH:7]=1.[F:10][C:11]1[CH:12]=[C:13](B(O)O)[CH:14]=[N:15][CH:16]=1, predict the reaction product. The product is: [Br:1][C:2]1[CH:3]=[CH:4][C:5]([C:13]2[CH:14]=[N:15][CH:16]=[C:11]([F:10])[CH:12]=2)=[C:6]([CH3:8])[CH:7]=1. (5) Given the reactants [F:1][C:2]([F:11])([F:10])[C:3]1[CH:8]=[CH:7][CH:6]=[CH:5][C:4]=1[OH:9].[CH2:12](O)[CH2:13][C@H:14](O)[CH3:15].[OH:18][C:19]1[CH:24]=[CH:23][C:22]([CH:25]([C:31]#[C:32][CH3:33])[CH2:26][C:27]([O:29]C)=[O:28])=[CH:21][CH:20]=1, predict the reaction product. The product is: [F:1][C:2]([F:10])([F:11])[C:3]1[CH:8]=[CH:7][CH:6]=[CH:5][C:4]=1[O:9][C@H:13]([CH3:12])[CH2:14][CH2:15][O:18][C:19]1[CH:24]=[CH:23][C:22]([CH:25]([C:31]#[C:32][CH3:33])[CH2:26][C:27]([OH:29])=[O:28])=[CH:21][CH:20]=1. (6) Given the reactants C(O[C:6]([N:8]1[CH2:13][CH2:12][N:11]([C:14]2[C:15](=[O:33])[N:16]([CH2:29][CH:30]([CH3:32])[CH3:31])[N:17]=[C:18]([C:21]3[CH:26]=[CH:25][C:24](C)=[C:23](F)[CH:22]=3)[C:19]=2[CH3:20])[CH2:10][CH2:9]1)=O)(C)(C)C.C(N1C(=O)C(CO[S:47]([CH3:50])(=O)=O)=CC(C2C=CC(SC)=CC=2)=N1)C(C)C.CN1CCNCC1, predict the reaction product. The product is: [CH2:29]([N:16]1[C:15](=[O:33])[C:14]([N:11]2[CH2:12][CH2:13][N:8]([CH3:6])[CH2:9][CH2:10]2)=[C:19]([CH3:20])[C:18]([C:21]2[CH:26]=[CH:25][C:24]([S:47][CH3:50])=[CH:23][CH:22]=2)=[N:17]1)[CH:30]([CH3:32])[CH3:31]. (7) Given the reactants [F:1][C:2]1[C:10]([O:11][C:12]2[CH:17]=[CH:16][CH:15]=[CH:14][CH:13]=2)=[CH:9][CH:8]=[CH:7][C:3]=1[C:4]([NH2:6])=O.[ClH:18], predict the reaction product. The product is: [ClH:18].[F:1][C:2]1[C:10]([O:11][C:12]2[CH:17]=[CH:16][CH:15]=[CH:14][CH:13]=2)=[CH:9][CH:8]=[CH:7][C:3]=1[CH2:4][NH2:6]. (8) The product is: [C:29]([C:22]1[CH:21]=[CH:20][C:19]([NH:18][C:13]([CH:11]2[C:10]([CH3:17])([CH3:16])[S:9][C:8]([C:5]3[CH:4]=[CH:3][C:2]([F:1])=[CH:7][CH:6]=3)=[N:12]2)=[O:15])=[CH:24][C:23]=1[C:25]([F:26])([F:27])[F:28])#[N:30]. Given the reactants [F:1][C:2]1[CH:7]=[CH:6][C:5]([C:8]2[S:9][C:10]([CH3:17])([CH3:16])[CH:11]([C:13]([OH:15])=O)[N:12]=2)=[CH:4][CH:3]=1.[NH2:18][C:19]1[CH:20]=[CH:21][C:22]([C:29]#[N:30])=[C:23]([C:25]([F:28])([F:27])[F:26])[CH:24]=1.CCN(C(C)C)C(C)C.C1CN([P+](Br)(N2CCCC2)N2CCCC2)CC1.F[P-](F)(F)(F)(F)F, predict the reaction product. (9) Given the reactants [CH3:1][CH:2]([CH2:4][CH:5]1[C:18](=[O:19])[CH2:17][CH:16]2[N:7]([CH2:8][CH2:9][C:10]3[C:15]2=[CH:14][C:13]([O:20][CH3:21])=[C:12]([O:22][CH3:23])[CH:11]=3)[CH2:6]1)C.[BH4-].[Na+].[CH2:26]([OH:28])C, predict the reaction product. The product is: [OH:19][CH:18]1[CH2:17][CH:16]2[N:7]([CH2:8][CH2:9][C:10]3[CH:11]=[C:12]([O:22][CH3:23])[C:13]([O:20][CH3:21])=[CH:14][C:15]=32)[CH2:6][CH:5]1[CH2:4][CH:2]([O:28][CH3:26])[CH3:1]. (10) The product is: [Cl:19][C:13]1[CH:14]=[C:15]([Cl:18])[CH:16]=[CH:17][C:12]=1[C@H:10]([N:7]1[C:6]2[CH:20]=[C:2]([C:31]3[CH2:30][CH2:29][N:28]([C:26]([C@H:29]4[CH2:30][CH2:31][CH2:32][CH2:33][NH:28]4)=[O:27])[CH2:33][CH:32]=3)[CH:3]=[CH:4][C:5]=2[N:9]=[CH:8]1)[CH3:11]. Given the reactants Br[C:2]1[CH:3]=[CH:4][C:5]2[N:9]=[CH:8][N:7]([C@@H:10]([C:12]3[CH:17]=[CH:16][C:15]([Cl:18])=[CH:14][C:13]=3[Cl:19])[CH3:11])[C:6]=2[CH:20]=1.C(O[C:26]([N:28]1[CH2:33][CH:32]=[C:31](B(O)O)[CH2:30][CH2:29]1)=[O:27])(C)(C)C.C(=O)([O-])[O-].[K+].[K+], predict the reaction product.